From a dataset of Forward reaction prediction with 1.9M reactions from USPTO patents (1976-2016). Predict the product of the given reaction. (1) Given the reactants C([O:3][C:4]([C:6]1[CH:7]=[C:8]([CH:41]=[CH:42][CH:43]=1)[O:9][C:10]1[CH:15]=[CH:14][N:13]=[C:12]2[N:16]([CH2:32][C:33]3[CH:38]=[CH:37][C:36]([O:39][CH3:40])=[CH:35][CH:34]=3)[N:17]=[C:18]([NH:19][C@@H:20]3[CH2:24][CH2:23][N:22]([C:25]([O:27][C:28]([CH3:31])([CH3:30])[CH3:29])=[O:26])[CH2:21]3)[C:11]=12)=[O:5])C.[Li+].[OH-].Cl, predict the reaction product. The product is: [C:28]([O:27][C:25]([N:22]1[CH2:23][CH2:24][C@@H:20]([NH:19][C:18]2[C:11]3[C:12](=[N:13][CH:14]=[CH:15][C:10]=3[O:9][C:8]3[CH:7]=[C:6]([CH:43]=[CH:42][CH:41]=3)[C:4]([OH:5])=[O:3])[N:16]([CH2:32][C:33]3[CH:38]=[CH:37][C:36]([O:39][CH3:40])=[CH:35][CH:34]=3)[N:17]=2)[CH2:21]1)=[O:26])([CH3:31])([CH3:30])[CH3:29]. (2) Given the reactants [CH2:1]([O:5][C:6]1[C:14]([O:15][CH3:16])=[CH:13][C:9]([C:10](O)=[O:11])=[CH:8][C:7]=1[O:17][CH3:18])[CH2:2][CH2:3][CH3:4].S(Cl)([Cl:21])=O, predict the reaction product. The product is: [CH2:1]([O:5][C:6]1[C:14]([O:15][CH3:16])=[CH:13][C:9]([C:10]([Cl:21])=[O:11])=[CH:8][C:7]=1[O:17][CH3:18])[CH2:2][CH2:3][CH3:4]. (3) Given the reactants [CH:1]1[C:10]2[CH2:9][CH2:8][CH2:7][CH2:6][C:5]=2[CH:4]=[CH:3][C:2]=1[NH:11][CH2:12][CH2:13][C:14]1[CH:19]=[CH:18][C:17]([C:20]([F:23])([F:22])[F:21])=[CH:16][CH:15]=1.C(OC([NH:31][CH:32]([C:36]1[CH:41]=[CH:40][CH:39]=[CH:38][C:37]=1OC)[C:33](O)=[O:34])=O)(C)(C)C, predict the reaction product. The product is: [NH2:31][CH:32]([C:36]1[CH:41]=[CH:40][CH:39]=[CH:38][CH:37]=1)[C:33]([N:11]([C:2]1[CH:3]=[CH:4][C:5]2[CH2:6][CH2:7][CH2:8][CH2:9][C:10]=2[CH:1]=1)[CH2:12][CH2:13][C:14]1[CH:15]=[CH:16][C:17]([C:20]([F:22])([F:21])[F:23])=[CH:18][CH:19]=1)=[O:34]. (4) The product is: [F:1][C:2]1[CH:7]=[C:6]([F:8])[C:5]2[O:9][C:25]([C@@H:20]3[CH2:21][CH2:22][C@@H:23]([CH3:24])[NH:18][CH2:19]3)=[N:10][C:4]=2[CH:3]=1. Given the reactants [F:1][C:2]1[CH:7]=[C:6]([F:8])[C:5]([OH:9])=[C:4]([NH2:10])[CH:3]=1.C(OC([N:18]1[C@H:23]([CH3:24])[CH2:22][CH2:21][C@@H:20]([C:25](O)=O)[CH2:19]1)=O)(C)(C)C.CS(O)(=O)=O.O=P12OP3(OP(OP(O3)(O1)=O)(=O)O2)=O.C([O-])(O)=O.[Na+], predict the reaction product. (5) Given the reactants [NH2:1][C@@H:2]1[CH2:7][CH2:6][N:5]([C:8]([O:10][C:11]([CH3:14])([CH3:13])[CH3:12])=[O:9])[CH2:4][C@H:3]1[F:15].[Cl:16][C:17]1[N:18]=[C:19]([C:24](O)=[O:25])[NH:20][C:21]=1[CH2:22][CH3:23].O.ON1C2C=CC=CC=2N=N1.CCN=C=NCCCN(C)C.Cl.C(N(CC)CC)C, predict the reaction product. The product is: [Cl:16][C:17]1[N:18]=[C:19]([C:24]([NH:1][C@@H:2]2[CH2:7][CH2:6][N:5]([C:8]([O:10][C:11]([CH3:12])([CH3:14])[CH3:13])=[O:9])[CH2:4][C@H:3]2[F:15])=[O:25])[NH:20][C:21]=1[CH2:22][CH3:23].